Dataset: Forward reaction prediction with 1.9M reactions from USPTO patents (1976-2016). Task: Predict the product of the given reaction. (1) Given the reactants [CH3:1][C:2]1[CH:16]=[CH:15][C:5]([CH:6](O)[C:7]2[CH:12]=[CH:11][CH:10]=[CH:9][C:8]=2[OH:13])=[CH:4][CH:3]=1.C(O)(C(F)(F)F)=O, predict the reaction product. The product is: [CH3:1][C:2]1[CH:3]=[CH:4][C:5]([CH2:6][C:7]2[CH:12]=[CH:11][CH:10]=[CH:9][C:8]=2[OH:13])=[CH:15][CH:16]=1. (2) Given the reactants FC1C(F)=C(F)C=CC=1O.BrCCCCCCCCCO.[F:22][C:23]1[C:39]([F:40])=[C:38]([F:41])[CH:37]=[CH:36][C:24]=1[O:25][CH2:26][CH2:27][CH2:28][CH2:29][CH2:30][CH2:31][CH2:32][CH2:33][CH2:34][OH:35].FC1C(F)=C(F)C=CC=1OCCCCCCCCC(O)=O.Cl.Cl.[CH2:65]([O:72][C:73](=[O:81])[CH2:74][C@@H:75]([NH2:80])[CH2:76][N:77]([CH3:79])[CH3:78])[C:66]1[CH:71]=[CH:70][CH:69]=[CH:68][CH:67]=1, predict the reaction product. The product is: [CH2:65]([O:72][C:73](=[O:81])[CH2:74][C@@H:75]([NH:80][C:34](=[O:35])[CH2:33][CH2:32][CH2:31][CH2:30][CH2:29][CH2:28][CH2:27][CH2:26][O:25][C:24]1[CH:36]=[CH:37][C:38]([F:41])=[C:39]([F:40])[C:23]=1[F:22])[CH2:76][N:77]([CH3:78])[CH3:79])[C:66]1[CH:71]=[CH:70][CH:69]=[CH:68][CH:67]=1. (3) Given the reactants [Cl:1][C:2]1[CH:3]=[N:4][C:5]([CH2:11][C:12]2[CH:17]=[CH:16][CH:15]=[C:14]([O:18][CH3:19])[CH:13]=2)=[C:6]([CH:10]=1)[C:7]([OH:9])=O.Cl.[NH2:21][C@H:22]([C:24]1[CH:33]=[CH:32][C:27]([C:28]([O:30][CH3:31])=[O:29])=[CH:26][CH:25]=1)[CH3:23], predict the reaction product. The product is: [Cl:1][C:2]1[CH:10]=[C:6]([C:7]([NH:21][C@H:22]([C:24]2[CH:33]=[CH:32][C:27]([C:28]([O:30][CH3:31])=[O:29])=[CH:26][CH:25]=2)[CH3:23])=[O:9])[C:5]([CH2:11][C:12]2[CH:17]=[CH:16][CH:15]=[C:14]([O:18][CH3:19])[CH:13]=2)=[N:4][CH:3]=1. (4) The product is: [CH:1]1[C:9]([NH:10][C:18](=[O:23])[CH2:19][CH:20]([CH3:22])[CH3:21])=[CH:8][C:7]2[CH2:11][CH2:12][N:5]3[C:6]=2[C:2]=1[C:3]1[CH2:17][CH2:16][CH2:15][CH2:14][CH2:13][C:4]=13. Given the reactants [CH:1]1[C:9]([NH2:10])=[CH:8][C:7]2[CH2:11][CH2:12][N:5]3[C:6]=2[C:2]=1[C:3]1[CH2:17][CH2:16][CH2:15][CH2:14][CH2:13][C:4]=13.[C:18](Cl)(=[O:23])[CH2:19][CH:20]([CH3:22])[CH3:21], predict the reaction product. (5) Given the reactants [C:9](O[C:9]([O:11][C:12]([CH3:15])([CH3:14])[CH3:13])=[O:10])([O:11][C:12]([CH3:15])([CH3:14])[CH3:13])=[O:10].[NH2:16][C:17]1[S:18][CH:19]=[CH:20][C:21]=1[C:22]#[N:23].C(N(CC)CC)C.O, predict the reaction product. The product is: [C:22]([C:21]1[CH:20]=[CH:19][S:18][C:17]=1[NH:16][C:9](=[O:10])[O:11][C:12]([CH3:13])([CH3:14])[CH3:15])#[N:23]. (6) Given the reactants C[Si](C)(C)[N-][Si](C)(C)C.[Li+].[C:11]1([CH2:17][C:18]([O:20][CH3:21])=[O:19])[CH:16]=[CH:15][CH:14]=[CH:13][CH:12]=1.F[B-](F)(F)F.[CH2:27]([N+:34]1[CH2:35][CH2:36][CH2:37][C:38]=1OCC)[C:28]1[CH:33]=[CH:32][CH:31]=[CH:30][CH:29]=1, predict the reaction product. The product is: [CH2:27]([N:34]1[CH2:35][CH2:36][CH2:37][C:38]1=[C:17]([C:11]1[CH:16]=[CH:15][CH:14]=[CH:13][CH:12]=1)[C:18]([O:20][CH3:21])=[O:19])[C:28]1[CH:33]=[CH:32][CH:31]=[CH:30][CH:29]=1.